This data is from Full USPTO retrosynthesis dataset with 1.9M reactions from patents (1976-2016). The task is: Predict the reactants needed to synthesize the given product. (1) Given the product [F:1][C:2]1[CH:3]=[CH:4][C:5]([S:8]([N:11]([C:12]2[CH:17]=[CH:16][C:15]([CH:18]([CH3:20])[CH3:19])=[CH:14][N:13]=2)[CH:23]([CH:22]([CH3:26])[CH3:21])[CH3:24])(=[O:10])=[O:9])=[CH:6][CH:7]=1, predict the reactants needed to synthesize it. The reactants are: [F:1][C:2]1[CH:7]=[CH:6][C:5]([S:8]([NH:11][C:12]2[CH:17]=[CH:16][C:15]([CH:18]([CH3:20])[CH3:19])=[CH:14][N:13]=2)(=[O:10])=[O:9])=[CH:4][CH:3]=1.[CH3:21][CH:22]([CH3:26])[CH:23](O)[CH3:24].C(#N)C. (2) Given the product [Br:1][C:2]1[N:7]=[CH:6][C:5]2[N:8]([CH3:9])[C:16]([C:14]3[CH:13]=[N:12][NH:11][CH:15]=3)=[N:10][C:4]=2[CH:3]=1, predict the reactants needed to synthesize it. The reactants are: [Br:1][C:2]1[N:7]=[CH:6][C:5]([NH:8][CH3:9])=[C:4]([NH2:10])[CH:3]=1.[NH:11]1[CH:15]=[C:14]([C:16](O)=O)[CH:13]=[N:12]1.[OH-].[Na+]. (3) Given the product [Cl:1][C:2]1[CH:3]=[CH:4][C:5]([NH:11][CH3:12])=[C:6]([CH:10]=1)[C:7]([NH:14][CH2:15][C:16]1[CH:27]=[CH:26][C:25]([C:28]#[N:29])=[CH:24][C:17]=1[O:18][CH2:19][C:20](=[O:21])[NH:22][CH3:23])=[O:9], predict the reactants needed to synthesize it. The reactants are: [Cl:1][C:2]1[CH:3]=[CH:4][C:5]([NH:11][CH3:12])=[C:6]([CH:10]=1)[C:7]([OH:9])=O.Cl.[NH2:14][CH2:15][C:16]1[CH:27]=[CH:26][C:25]([C:28]#[N:29])=[CH:24][C:17]=1[O:18][CH2:19][C:20]([NH:22][CH3:23])=[O:21]. (4) Given the product [Cl:17][C:14]1[CH:15]=[CH:16][C:11]([N:8]2[CH2:9][CH2:10][N:5]([C:3](=[O:4])[CH2:2][N:20]3[CH2:25][CH2:24][O:23][CH2:22][CH2:21]3)[CH2:6][CH2:7]2)=[CH:12][C:13]=1[O:18][CH3:19], predict the reactants needed to synthesize it. The reactants are: Cl[CH2:2][C:3]([N:5]1[CH2:10][CH2:9][N:8]([C:11]2[CH:16]=[CH:15][C:14]([Cl:17])=[C:13]([O:18][CH3:19])[CH:12]=2)[CH2:7][CH2:6]1)=[O:4].[NH:20]1[CH2:25][CH2:24][O:23][CH2:22][CH2:21]1.